From a dataset of Full USPTO retrosynthesis dataset with 1.9M reactions from patents (1976-2016). Predict the reactants needed to synthesize the given product. (1) Given the product [Cl:30][C:29]1[C:28]2[C:23](=[CH:24][CH:25]=[C:26]([C:31]([C:33]3[N:37]([CH3:38])[C:36]([CH3:39])=[N:35][CH:34]=3)([C:40]3[N:44]([CH3:45])[C:43]([CH3:46])=[N:42][CH:41]=3)[OH:32])[CH:27]=2)[N:22]=[C:21]([O:47][CH3:48])[C:20]=1[CH2:19][NH:8][CH2:7][CH2:6][O:5][CH2:4][C:3]([F:10])([F:9])[F:2], predict the reactants needed to synthesize it. The reactants are: Cl.[F:2][C:3]([F:10])([F:9])[CH2:4][O:5][CH2:6][CH2:7][NH2:8].[Si](O[CH2:19][C:20]1[C:21]([O:47][CH3:48])=[N:22][C:23]2[C:28]([C:29]=1[Cl:30])=[CH:27][C:26]([C:31]([C:40]1[N:44]([CH3:45])[C:43]([CH3:46])=[N:42][CH:41]=1)([C:33]1[N:37]([CH3:38])[C:36]([CH3:39])=[N:35][CH:34]=1)[OH:32])=[CH:25][CH:24]=2)(C(C)(C)C)(C)C.C(N(CC)CC)C.[I-].[K+]. (2) Given the product [Br:1][C:2]1[CH:3]=[C:4]([O:9][CH3:10])[CH:5]=[C:6]([Br:8])[CH:7]=1, predict the reactants needed to synthesize it. The reactants are: [Br:1][C:2]1[CH:3]=[C:4]([OH:9])[CH:5]=[C:6]([Br:8])[CH:7]=1.[C:10](=O)([O-])[O-].[K+].[K+].IC. (3) Given the product [ClH:20].[Cl:20][C:5]1[N:6]=[C:7]([C:9]2[CH:10]=[N:11][CH:12]=[CH:13][CH:14]=2)[S:8][C:4]=1[NH:3][CH2:1][CH3:2], predict the reactants needed to synthesize it. The reactants are: [CH2:1]([NH:3][C:4]1[S:8][C:7]([C:9]2[CH:10]=[N:11][CH:12]=[CH:13][CH:14]=2)=[N:6][CH:5]=1)[CH3:2].C(OCC)C.[Cl:20]NC(=O)CCC(N)=O. (4) Given the product [CH3:1][O:2][C:3]([NH:5][N:6]([CH:7]([CH3:9])[CH3:8])[C:10]([N:12]1[CH2:16][CH2:15][CH2:14][CH:13]1[C:17]1[NH:18][C:19]([C:22]2[CH:27]=[CH:26][C:25]([B:32]3[O:33][C:34]([CH3:36])([CH3:35])[C:30]([CH3:46])([CH3:29])[O:31]3)=[CH:24][CH:23]=2)=[CH:20][N:21]=1)=[O:11])=[O:4], predict the reactants needed to synthesize it. The reactants are: [CH3:1][O:2][C:3]([NH:5][N:6]([C:10]([N:12]1[CH2:16][CH2:15][CH2:14][CH:13]1[C:17]1[NH:18][C:19]([C:22]2[CH:27]=[CH:26][C:25](Br)=[CH:24][CH:23]=2)=[CH:20][N:21]=1)=[O:11])[CH:7]([CH3:9])[CH3:8])=[O:4].[CH3:29][C:30]1([CH3:46])[C:34]([CH3:36])([CH3:35])[O:33][B:32]([B:32]2[O:33][C:34]([CH3:36])([CH3:35])[C:30]([CH3:46])([CH3:29])[O:31]2)[O:31]1.CC([O-])=O.[K+]. (5) Given the product [Br:25][CH2:22][C:10]1[C:9]([C:5]2[CH:6]=[CH:7][CH:8]=[C:3]([O:2][CH3:1])[CH:4]=2)=[N:13][N:12]([CH2:14][O:15][CH2:16][CH2:17][Si:18]([CH3:21])([CH3:20])[CH3:19])[N:11]=1, predict the reactants needed to synthesize it. The reactants are: [CH3:1][O:2][C:3]1[CH:4]=[C:5]([C:9]2[C:10]([CH2:22]O)=[N:11][N:12]([CH2:14][O:15][CH2:16][CH2:17][Si:18]([CH3:21])([CH3:20])[CH3:19])[N:13]=2)[CH:6]=[CH:7][CH:8]=1.C(Br)(Br)(Br)[Br:25].C1C=CC(P(C2C=CC=CC=2)C2C=CC=CC=2)=CC=1. (6) Given the product [O:28]([CH2:35][CH2:36][CH2:37][NH:38][C:2]1[CH:7]=[CH:6][C:5]([N:8]2[C:12]3[CH:13]=[CH:14][C:15]([C:17]([NH:19][CH2:20][C:21]4[CH:22]=[N:23][CH:24]=[CH:25][CH:26]=4)=[O:18])=[CH:16][C:11]=3[N:10]=[CH:9]2)=[CH:4][CH:3]=1)[C:29]1[CH:34]=[CH:33][CH:32]=[CH:31][CH:30]=1, predict the reactants needed to synthesize it. The reactants are: Br[C:2]1[CH:7]=[CH:6][C:5]([N:8]2[C:12]3[CH:13]=[CH:14][C:15]([C:17]([NH:19][CH2:20][C:21]4[CH:22]=[N:23][CH:24]=[CH:25][CH:26]=4)=[O:18])=[CH:16][C:11]=3[N:10]=[CH:9]2)=[CH:4][CH:3]=1.Cl.[O:28]([CH2:35][CH2:36][CH2:37][NH2:38])[C:29]1[CH:34]=[CH:33][CH:32]=[CH:31][CH:30]=1.C1C=CC(P(C2C(C3C(P(C4C=CC=CC=4)C4C=CC=CC=4)=CC=C4C=3C=CC=C4)=C3C(C=CC=C3)=CC=2)C2C=CC=CC=2)=CC=1.C(O[Na])(C)(C)C. (7) Given the product [CH3:29][O:30][C:31]1[N:36]=[C:35]([O:37][CH3:38])[C:34]([C:16]2[N:17]=[C:18]([N:21]3[CH2:26][CH2:25][O:24][CH2:23][CH2:22]3)[C:19]3[S:20][C:12]([CH2:11][N:8]4[CH2:9][CH2:10][CH:5]([C:3]([N:2]([CH3:28])[CH3:1])=[O:4])[CH2:6][CH2:7]4)=[CH:13][C:14]=3[N:15]=2)=[CH:33][N:32]=1, predict the reactants needed to synthesize it. The reactants are: [CH3:1][N:2]([CH3:28])[C:3]([CH:5]1[CH2:10][CH2:9][N:8]([CH2:11][C:12]2[S:20][C:19]3[C:18]([N:21]4[CH2:26][CH2:25][O:24][CH2:23][CH2:22]4)=[N:17][C:16](Cl)=[N:15][C:14]=3[CH:13]=2)[CH2:7][CH2:6]1)=[O:4].[CH3:29][O:30][C:31]1[N:36]=[C:35]([O:37][CH3:38])[C:34](B2OC(C)(C)C(C)(C)O2)=[CH:33][N:32]=1.